This data is from Peptide-MHC class I binding affinity with 185,985 pairs from IEDB/IMGT. The task is: Regression. Given a peptide amino acid sequence and an MHC pseudo amino acid sequence, predict their binding affinity value. This is MHC class I binding data. (1) The peptide sequence is KLLKSWVSK. The MHC is HLA-A80:01 with pseudo-sequence HLA-A80:01. The binding affinity (normalized) is 0.0847. (2) The peptide sequence is VLYCVHQRV. The MHC is HLA-A26:03 with pseudo-sequence HLA-A26:03. The binding affinity (normalized) is 0.0847. (3) The peptide sequence is QQQGQTVTK. The MHC is HLA-A68:01 with pseudo-sequence HLA-A68:01. The binding affinity (normalized) is 0. (4) The peptide sequence is MLKLFTHDI. The MHC is HLA-A31:01 with pseudo-sequence HLA-A31:01. The binding affinity (normalized) is 0.0416. (5) The peptide sequence is LPVEYLQVP. The MHC is HLA-A01:01 with pseudo-sequence HLA-A01:01. The binding affinity (normalized) is 0. (6) The peptide sequence is STISWMMKL. The MHC is HLA-A02:02 with pseudo-sequence HLA-A02:02. The binding affinity (normalized) is 0.582.